Dataset: Full USPTO retrosynthesis dataset with 1.9M reactions from patents (1976-2016). Task: Predict the reactants needed to synthesize the given product. (1) Given the product [C:19]([OH:29])(=[O:28])[CH2:20][CH2:21][CH2:22][CH2:23][C:24]([OH:26])=[O:25].[OH:31][C:32]1[CH:33]=[CH:34][C:35]([C:38]([C:41]2[CH:42]=[CH:43][C:44]([OH:47])=[CH:45][CH:46]=2)([CH3:40])[CH3:39])=[CH:36][CH:37]=1, predict the reactants needed to synthesize it. The reactants are: C1C2C(=CC(C(OC)=O)=CC=2)C=CC=1C(OC)=O.[C:19]([O:29]C)(=[O:28])[CH2:20][CH2:21][CH2:22][CH2:23][C:24]([O:26]C)=[O:25].[OH:31][C:32]1[CH:37]=[CH:36][C:35]([C:38]([C:41]2[CH:46]=[CH:45][C:44]([OH:47])=[CH:43][CH:42]=2)([CH3:40])[CH3:39])=[CH:34][CH:33]=1.O=[Sb]O[Sb]=O.P(OC)(OC)(OC)=O. (2) Given the product [NH:7]1[C:8]2[C:13](=[CH:12][CH:11]=[CH:10][CH:9]=2)[CH2:14][CH:5]([CH2:3][OH:2])[CH2:6]1, predict the reactants needed to synthesize it. The reactants are: C[O:2][C:3]([CH:5]1[CH2:14][C:13]2[C:8](=[CH:9][CH:10]=[CH:11][CH:12]=2)[NH:7][CH2:6]1)=O. (3) Given the product [C:2]([NH:6][C:7]([C@@H:9]1[CH2:18][C@H:17]2[C@H:12]([CH2:13][CH2:14][CH2:15][CH2:16]2)[CH2:11][N:10]1[CH2:19][C@@H:20]([OH:44])[C@@H:21]([NH:30][C:31](=[O:43])[C:32]1[CH:37]=[CH:36][CH:35]=[C:34]([OH:38])[C:33]=1[CH3:42])[CH2:22][S:23][C:24]1[CH:25]=[CH:26][CH:27]=[CH:28][CH:29]=1)=[O:8])([CH3:5])([CH3:3])[CH3:4], predict the reactants needed to synthesize it. The reactants are: N.[C:2]([NH:6][C:7]([C@@H:9]1[CH2:18][C@H:17]2[C@H:12]([CH2:13][CH2:14][CH2:15][CH2:16]2)[CH2:11][N:10]1[CH2:19][C@@H:20]([OH:44])[C@@H:21]([NH:30][C:31](=[O:43])[C:32]1[CH:37]=[CH:36][CH:35]=[C:34]([O:38]C(=O)C)[C:33]=1[CH3:42])[CH2:22][S:23][C:24]1[CH:29]=[CH:28][CH:27]=[CH:26][CH:25]=1)=[O:8])([CH3:5])([CH3:4])[CH3:3]. (4) Given the product [CH2:1]([N:8]1[CH2:17][CH2:16][C:15]2[C:14]([NH:27][C:26]3[CH:28]=[CH:29][C:23]([C:19]([CH3:22])([CH3:21])[CH3:20])=[CH:24][CH:25]=3)=[N:13][CH:12]=[N:11][C:10]=2[CH2:9]1)[C:2]1[CH:7]=[CH:6][CH:5]=[CH:4][CH:3]=1, predict the reactants needed to synthesize it. The reactants are: [CH2:1]([N:8]1[CH2:17][CH2:16][C:15]2[C:14](Cl)=[N:13][CH:12]=[N:11][C:10]=2[CH2:9]1)[C:2]1[CH:7]=[CH:6][CH:5]=[CH:4][CH:3]=1.[C:19]([C:23]1[CH:29]=[CH:28][C:26]([NH2:27])=[CH:25][CH:24]=1)([CH3:22])([CH3:21])[CH3:20].N1C=CC=CC=1.C([O-])(O)=O.[Na+]. (5) Given the product [OH:4][CH2:3][C:2]([NH:1][C:17]([C:15]1[S:16][C:12]([Cl:11])=[CH:13][CH:14]=1)=[O:18])([CH2:8][O:9][CH3:10])[CH2:5][O:6][CH3:7], predict the reactants needed to synthesize it. The reactants are: [NH2:1][C:2]([CH2:8][O:9][CH3:10])([CH2:5][O:6][CH3:7])[CH2:3][OH:4].[Cl:11][C:12]1[S:16][C:15]([C:17](Cl)=[O:18])=[CH:14][CH:13]=1. (6) Given the product [C:1]([O:6][C:7]1[CH:16]=[C:15]2[C:10]([CH:11]=[C:12]([C:18]([NH:20][CH2:21][C:22]([OH:24])=[O:23])=[O:19])[C:13](=[O:17])[O:14]2)=[CH:9][C:8]=1[Cl:32])(=[O:5])[CH2:2][CH2:3][CH3:4], predict the reactants needed to synthesize it. The reactants are: [C:1]([O:6][C:7]1[CH:16]=[C:15]2[C:10]([CH:11]=[C:12]([C:18]([NH:20][CH2:21][C:22]([O:24]CC3C=CC=CC=3)=[O:23])=[O:19])[C:13](=[O:17])[O:14]2)=[CH:9][C:8]=1[Cl:32])(=[O:5])[CH2:2][CH2:3][CH3:4].C(O)(=O)C.[H][H].O1C2C(=CC=CC=2)C=CC1=O.